This data is from Reaction yield outcomes from USPTO patents with 853,638 reactions. The task is: Predict the reaction yield, written as a fraction of the theoretical maximum amount of product (1.0 means a 100% yield; for example, 0.34 means a 34% yield). (1) The reactants are C[O:2][C:3]([C:5]1[C:10]([CH3:11])=[CH:9][C:8]([C:12]2[CH:17]=[CH:16][CH:15]=[C:14]([C:18]([F:21])([F:20])[F:19])[CH:13]=2)=[CH:7][C:6]=1[C:22]1[CH:23]=[N:24][CH:25]=[N:26][CH:27]=1)=[O:4].[OH-].[Li+].Cl.O. The catalyst is C1COCC1.CO. The product is [CH3:11][C:10]1[C:5]([C:3]([OH:4])=[O:2])=[C:6]([C:22]2[CH:23]=[N:24][CH:25]=[N:26][CH:27]=2)[CH:7]=[C:8]([C:12]2[CH:17]=[CH:16][CH:15]=[C:14]([C:18]([F:20])([F:21])[F:19])[CH:13]=2)[CH:9]=1. The yield is 0.990. (2) The reactants are CS(C)=[O:3].[C:5](Cl)(=[O:9])[C:6](Cl)=O.O[CH2:12][CH2:13][NH:14][C:15](=[O:27])[C:16]1[CH:21]=[C:20]([O:22][CH3:23])[C:19]([O:24][CH3:25])=[CH:18][C:17]=1[I:26].CCN([CH2:33][CH3:34])CC.C1C=CC(P(C2C=CC=CC=2)C2C=CC=CC=2)=CC=1. The catalyst is C(Cl)Cl. The product is [I:26][C:17]1[CH:18]=[C:19]([O:24][CH3:25])[C:20]([O:22][CH3:23])=[CH:21][C:16]=1[C:15]([NH:14][CH2:13]/[CH:12]=[CH:34]\[C:33]([O:9][CH2:5][CH3:6])=[O:3])=[O:27]. The yield is 0.340. (3) The reactants are [F:1][C:2]1[CH:7]=[CH:6][CH:5]=[C:4]([O:8][C:9]2[CH:14]=[CH:13][C:12]([CH:15]([F:20])[C:16](F)([F:18])[F:17])=[CH:11][C:10]=2[O:21][CH3:22])[N:3]=1.[Li+].C[Si]([N-][Si](C)(C)C)(C)C. The catalyst is C1COCC1. The product is [F:1][C:2]1[CH:7]=[CH:6][CH:5]=[C:4]([O:8][C:9]2[CH:14]=[CH:13][C:12]([C:15]([F:20])=[C:16]([F:17])[F:18])=[CH:11][C:10]=2[O:21][CH3:22])[N:3]=1. The yield is 0.430. (4) The reactants are [C:14]1(P([C:14]2[CH:19]=[CH:18][CH:17]=[CH:16][CH:15]=2)[C:14]2[CH:19]=[CH:18][CH:17]=[CH:16][CH:15]=2)[CH:19]=[CH:18][CH:17]=[CH:16][CH:15]=1.[OH:20][CH2:21][C:22]1[CH:23]=[C:24]([CH3:41])[CH:25]=[C:26]2[C:31]=1[O:30][CH:29]([C:32]([F:35])([F:34])[F:33])[C:28]([C:36]([O:38][CH2:39][CH3:40])=[O:37])=[CH:27]2.C1(O)C=CC=CC=1.CCOC(/N=N/C(OCC)=O)=O. The catalyst is C1COCC1. The product is [CH3:41][C:24]1[CH:25]=[C:26]2[C:31](=[C:22]([CH2:21][O:20][C:14]3[CH:15]=[CH:16][CH:17]=[CH:18][CH:19]=3)[CH:23]=1)[O:30][CH:29]([C:32]([F:35])([F:33])[F:34])[C:28]([C:36]([O:38][CH2:39][CH3:40])=[O:37])=[CH:27]2. The yield is 0.980. (5) The reactants are [Cl:1][C:2]1[CH:7]=[CH:6][C:5]([CH2:8][C:9]([OH:11])=O)=[CH:4][C:3]=1[F:12].C(N(CC)CC)C.C(Cl)(=O)C(C)(C)C.[CH2:27]([C@@H:34]1[CH2:38][O:37][C:36](=[O:39])[NH:35]1)[C:28]1[CH:33]=[CH:32][CH:31]=[CH:30][CH:29]=1.[Li]CCCC. The catalyst is C1COCC1. The product is [CH2:27]([C@@H:34]1[CH2:38][O:37][C:36](=[O:39])[N:35]1[C:9](=[O:11])[CH2:8][C:5]1[CH:6]=[CH:7][C:2]([Cl:1])=[C:3]([F:12])[CH:4]=1)[C:28]1[CH:29]=[CH:30][CH:31]=[CH:32][CH:33]=1. The yield is 0.510. (6) The reactants are [Cl:1][C:2]1[C:7]([O:8][CH3:9])=[CH:6][C:5]([O:10][CH3:11])=[C:4]([Cl:12])[C:3]=1[N:13]1[CH2:22][C:21]2[C:16](=[N:17][C:18](S(C)(=O)=O)=[N:19][CH:20]=2)[N:15]([CH3:27])[C:14]1=[O:28].[CH3:29][C:30]1[CH:36]=[CH:35][CH:34]=[C:33]([N+:37]([O-:39])=[O:38])[C:31]=1[NH2:32].C([O-])(C)(C)C.[K+]. The catalyst is CN(C)C=O. The product is [Cl:1][C:2]1[C:7]([O:8][CH3:9])=[CH:6][C:5]([O:10][CH3:11])=[C:4]([Cl:12])[C:3]=1[N:13]1[CH2:22][C:21]2[C:16](=[N:17][C:18]([NH:32][C:31]3[C:33]([N+:37]([O-:39])=[O:38])=[CH:34][CH:35]=[CH:36][C:30]=3[CH3:29])=[N:19][CH:20]=2)[N:15]([CH3:27])[C:14]1=[O:28]. The yield is 0.560.